Dataset: Forward reaction prediction with 1.9M reactions from USPTO patents (1976-2016). Task: Predict the product of the given reaction. (1) Given the reactants [C:1]([C@@H:3]([NH2:23])[C@@H:4]([CH3:22])[C@@H:5]([O:14][CH2:15][C:16]1[CH:21]=[CH:20][CH:19]=[CH:18][CH:17]=1)[CH2:6][CH2:7][C:8]1[CH:13]=[CH:12][CH:11]=[CH:10][CH:9]=1)#[N:2], predict the reaction product. The product is: [C:1]([CH:3]([NH2:23])[C@@H:4]([CH3:22])[C@@H:5]([O:14][CH2:15][C:16]1[CH:21]=[CH:20][CH:19]=[CH:18][CH:17]=1)[CH2:6][CH2:7][C:8]1[CH:9]=[CH:10][CH:11]=[CH:12][CH:13]=1)#[N:2]. (2) Given the reactants [CH2:1]([SH:8])[C:2]1[CH:7]=[CH:6][CH:5]=[CH:4][CH:3]=1.FC(F)(F)C1C=C(NC(N[C@@H]2CCCC[C@H]2N(C)C)=S)C=C(C(F)(F)F)C=1.[Cl:36][C:37]1[CH:38]=[C:39](/[C:44](/[C:62]([F:65])([F:64])[F:63])=[CH:45]\[C:46]([C:48]2[CH:60]=[CH:59][C:51]([C:52]([O:54][C:55]([CH3:58])([CH3:57])[CH3:56])=[O:53])=[C:50]([CH3:61])[CH:49]=2)=[O:47])[CH:40]=[C:41]([Cl:43])[CH:42]=1, predict the reaction product. The product is: [CH2:1]([S:8][C:44]([C:39]1[CH:40]=[C:41]([Cl:43])[CH:42]=[C:37]([Cl:36])[CH:38]=1)([C:62]([F:63])([F:64])[F:65])[CH2:45][C:46]([C:48]1[CH:60]=[CH:59][C:51]([C:52]([O:54][C:55]([CH3:57])([CH3:58])[CH3:56])=[O:53])=[C:50]([CH3:61])[CH:49]=1)=[O:47])[C:2]1[CH:7]=[CH:6][CH:5]=[CH:4][CH:3]=1.